From a dataset of Catalyst prediction with 721,799 reactions and 888 catalyst types from USPTO. Predict which catalyst facilitates the given reaction. Reactant: [N:1]1[CH:6]=[CH:5][CH:4]=[C:3]([C:7]2[CH:8]=[C:9]3[C:15]([C:16]4[CH:20]=[CH:19][N:18]([CH:21]5[CH2:26][CH2:25][N:24](C(OC(C)(C)C)=O)[CH2:23][CH2:22]5)[N:17]=4)=[N:14][N:13](C4CCCCO4)[C:10]3=[CH:11][N:12]=2)[CH:2]=1.Cl. Product: [NH:24]1[CH2:23][CH2:22][CH:21]([N:18]2[CH:19]=[CH:20][C:16]([C:15]3[C:9]4[C:10](=[CH:11][N:12]=[C:7]([C:3]5[CH:2]=[N:1][CH:6]=[CH:5][CH:4]=5)[CH:8]=4)[NH:13][N:14]=3)=[N:17]2)[CH2:26][CH2:25]1. The catalyst class is: 12.